This data is from Catalyst prediction with 721,799 reactions and 888 catalyst types from USPTO. The task is: Predict which catalyst facilitates the given reaction. (1) Reactant: [NH3:1].[CH2:2]([O:4][C:5]([C:7]1[C:8]2[S:16][CH:15]=[C:14]([CH2:17][O:18][C:19]3[CH:24]=[C:23]([C:25]4[N:29]([CH2:30][C:31]5[CH:36]=[CH:35][C:34]([O:37][CH3:38])=[CH:33][CH:32]=5)[C:28]([CH3:39])=[N:27][N:26]=4)[CH:22]=[CH:21][C:20]=3[CH3:40])[C:9]=2[C:10](Cl)=[N:11][CH:12]=1)=[O:6])[CH3:3]. Product: [CH2:2]([O:4][C:5]([C:7]1[C:8]2[S:16][CH:15]=[C:14]([CH2:17][O:18][C:19]3[CH:24]=[C:23]([C:25]4[N:29]([CH2:30][C:31]5[CH:36]=[CH:35][C:34]([O:37][CH3:38])=[CH:33][CH:32]=5)[C:28]([CH3:39])=[N:27][N:26]=4)[CH:22]=[CH:21][C:20]=3[CH3:40])[C:9]=2[C:10]([NH2:1])=[N:11][CH:12]=1)=[O:6])[CH3:3]. The catalyst class is: 41. (2) Reactant: [Br:1][C:2]1[N:3]=[C:4]([CH:10]2[CH2:15][CH2:14][N:13]([C:16]([O:18][C:19]([CH3:22])([CH3:21])[CH3:20])=[O:17])[CH2:12][CH2:11]2)[N:5]([CH2:7][CH2:8][OH:9])[CH:6]=1.C(N(CC)CC)C.[CH3:30][S:31](Cl)(=[O:33])=[O:32]. Product: [Br:1][C:2]1[N:3]=[C:4]([CH:10]2[CH2:15][CH2:14][N:13]([C:16]([O:18][C:19]([CH3:22])([CH3:21])[CH3:20])=[O:17])[CH2:12][CH2:11]2)[N:5]([CH2:7][CH2:8][O:9][S:31]([CH3:30])(=[O:33])=[O:32])[CH:6]=1. The catalyst class is: 4. (3) Reactant: [N:1]1[C:6]2[S:7][CH:8]=[CH:9][C:5]=2[C:4](=[O:10])[NH:3][CH:2]=1.[Br:11]Br.C([O-])(O)=O.[Na+]. Product: [Br:11][C:8]1[S:7][C:6]2[N:1]=[CH:2][NH:3][C:4](=[O:10])[C:5]=2[CH:9]=1. The catalyst class is: 15.